This data is from Reaction yield outcomes from USPTO patents with 853,638 reactions. The task is: Predict the reaction yield, written as a fraction of the theoretical maximum amount of product (1.0 means a 100% yield; for example, 0.34 means a 34% yield). (1) The reactants are [Cl:1][C:2]1[CH:3]=[N+:4]([O-])[CH:5]=[CH:6][CH:7]=1.C[Si]([C:13]#[N:14])(C)C.C(N(CC)CC)C. The catalyst is C(#N)C. The product is [Cl:1][C:2]1[C:3]([C:13]#[N:14])=[N:4][CH:5]=[CH:6][CH:7]=1. The yield is 0.670. (2) The reactants are [CH3:1][S:2][C:3]1[S:11][C:10]2[C:5](=[N:6][CH:7]=[CH:8][C:9]=2[O:12][C:13]2[CH:18]=[CH:17][C:16]([NH2:19])=[CH:15][C:14]=2[F:20])[CH:4]=1.[C:21]1([CH2:27][C:28]([N:30]=[C:31]=[S:32])=[O:29])[CH:26]=[CH:25][CH:24]=[CH:23][CH:22]=1. The catalyst is C1COCC1. The product is [CH3:1][S:2][C:3]1[S:11][C:10]2[C:5](=[N:6][CH:7]=[CH:8][C:9]=2[O:12][C:13]2[CH:18]=[CH:17][C:16]([NH:19][C:31]([NH:30][C:28](=[O:29])[CH2:27][C:21]3[CH:22]=[CH:23][CH:24]=[CH:25][CH:26]=3)=[S:32])=[CH:15][C:14]=2[F:20])[CH:4]=1. The yield is 0.260. (3) The reactants are Cl[C:2]1[CH:7]=[CH:6][N:5]=[C:4]([O:8]C)[C:3]=1[C:10]1[NH:23][C:13]2=[CH:14][C:15]3[C:16](=[O:22])[NH:17][C:18](=[O:21])[C:19]=3[CH:20]=[C:12]2[N:11]=1.Cl.[F:25][C:26]1[C:31]([F:32])=[CH:30][C:29]([F:33])=[CH:28][C:27]=1[CH2:34][CH:35]([NH2:37])[CH3:36].C(N(CC)[CH:42]([CH3:44])[CH3:43])(C)C. The catalyst is O1CCOCC1.C(O)CCC. The product is [O:8]=[C:4]1[C:3]([C:10]2[NH:11][C:12]3=[CH:20][C:19]4[C:18](=[O:21])[N:17]([CH:42]([CH3:43])[CH2:44][C:27]5[CH:28]=[C:29]([F:33])[CH:30]=[C:31]([F:32])[C:26]=5[F:25])[C:16](=[O:22])[C:15]=4[CH:14]=[C:13]3[N:23]=2)=[C:2]([NH:37][CH:35]([CH3:36])[CH2:34][C:27]2[CH:28]=[C:29]([F:33])[CH:30]=[C:31]([F:32])[C:26]=2[F:25])[CH:7]=[CH:6][NH:5]1. The yield is 0.765. (4) The reactants are Cl.[NH2:2][CH2:3][C:4]1[CH:5]=[C:6]2[C:10](=[CH:11][CH:12]=1)[C:9](=[O:13])[N:8]([CH:14]1[CH2:19][CH2:18][C:17](=[O:20])[NH:16][C:15]1=[O:21])[CH2:7]2.[C:22]([N:26]=[C:27]=[O:28])([CH3:25])([CH3:24])[CH3:23].C(N(CC)CC)C.O. The catalyst is CN(C)C=O. The product is [C:22]([NH:26][C:27]([NH:2][CH2:3][C:4]1[CH:5]=[C:6]2[C:10](=[CH:11][CH:12]=1)[C:9](=[O:13])[N:8]([CH:14]1[CH2:19][CH2:18][C:17](=[O:20])[NH:16][C:15]1=[O:21])[CH2:7]2)=[O:28])([CH3:25])([CH3:24])[CH3:23]. The yield is 0.400. (5) The reactants are [CH3:1][C:2]1[N:3]=[N:4][N:5]([CH3:35])[C:6]=1[C:7]1[CH:19]=[N:18][C:17]2[C:16]3[CH:15]=[CH:14][C:13]([CH:20]=O)=[CH:12][C:11]=3[N:10]([C@@H:22]([CH:29]3[CH2:34][CH2:33][O:32][CH2:31][CH2:30]3)[C:23]3[CH:28]=[CH:27][CH:26]=[CH:25][CH:24]=3)[C:9]=2[CH:8]=1.[CH3:36][NH:37][CH3:38].C(O[BH-](OC(=O)C)OC(=O)C)(=O)C.[Na+]. The catalyst is C(Cl)Cl. The product is [CH3:1][C:2]1[N:3]=[N:4][N:5]([CH3:35])[C:6]=1[C:7]1[CH:19]=[N:18][C:17]2[C:16]3[CH:15]=[CH:14][C:13]([CH2:20][N:37]([CH3:38])[CH3:36])=[CH:12][C:11]=3[N:10]([C@@H:22]([CH:29]3[CH2:30][CH2:31][O:32][CH2:33][CH2:34]3)[C:23]3[CH:28]=[CH:27][CH:26]=[CH:25][CH:24]=3)[C:9]=2[CH:8]=1. The yield is 0.190.